This data is from Catalyst prediction with 721,799 reactions and 888 catalyst types from USPTO. The task is: Predict which catalyst facilitates the given reaction. (1) Reactant: [Cl:1][C:2]1[CH:3]=[C:4]([N+:23]([O-])=[O:24])[CH:5]=[C:6]2[C:11]=1[N:10]=[CH:9][C:8]([C:12]#[N:13])=[C:7]2[NH:14][C:15]1[CH:20]=[CH:19][C:18]([F:21])=[C:17]([Cl:22])[CH:16]=1.O.O.Cl[Sn]Cl.[CH2:31]([OH:33])[CH3:32].C(=O)([O-])[O-:35].[Na+:38].[Na+]. Product: [C:31]([O:35][CH2:20][CH3:15])(=[O:33])[CH3:32].[Cl-:1].[Na+:38].[OH2:24].[NH2:23][C:4]1[CH:5]=[C:6]2[C:11](=[C:2]([Cl:1])[CH:3]=1)[N:10]=[CH:9][C:8]([C:12]#[N:13])=[C:7]2[NH:14][C:15]1[CH:20]=[CH:19][C:18]([F:21])=[C:17]([Cl:22])[CH:16]=1. The catalyst class is: 6. (2) The catalyst class is: 16. Product: [C:20]1([C:24]2[CH:25]=[CH:26][CH:27]=[CH:28][CH:29]=2)[CH:21]=[CH:22][CH:23]=[C:18]([CH2:17][O:1][C:2]2[CH:3]=[CH:4][C:5]([CH2:8][CH:9]3[S:13][C:12](=[O:14])[NH:11][C:10]3=[O:15])=[CH:6][CH:7]=2)[CH:19]=1. Reactant: [OH:1][C:2]1[CH:7]=[CH:6][C:5]([CH2:8][CH:9]2[S:13][C:12](=[O:14])[NH:11][C:10]2=[O:15])=[CH:4][CH:3]=1.Cl[CH2:17][C:18]1[CH:19]=[C:20]([C:24]2[CH:29]=[CH:28][CH:27]=[CH:26][CH:25]=2)[CH:21]=[CH:22][CH:23]=1.[H-].[Na+].O. (3) Reactant: [F:1][C:2]1[CH:21]=[CH:20][C:5]2[C:6]([C:9]3[CH:14]=[CH:13][C:12]([O:15][CH2:16][C@H:17]4[CH2:19][O:18]4)=[CH:11][CH:10]=3)=[N:7][O:8][C:4]=2[CH:3]=1.[C:22]([C:24]1[CH:29]=[CH:28][CH:27]=[CH:26][C:25]=1[N:30]1[CH2:35][CH2:34][NH:33][CH2:32][CH2:31]1)#[N:23]. Product: [F:1][C:2]1[CH:21]=[CH:20][C:5]2[C:6]([C:9]3[CH:14]=[CH:13][C:12]([O:15][CH2:16][C@H:17]([OH:18])[CH2:19][N:33]4[CH2:32][CH2:31][N:30]([C:25]5[CH:26]=[CH:27][CH:28]=[CH:29][C:24]=5[C:22]#[N:23])[CH2:35][CH2:34]4)=[CH:11][CH:10]=3)=[N:7][O:8][C:4]=2[CH:3]=1. The catalyst class is: 737. (4) Reactant: [CH2:1]([C:9]1([CH2:25][CH2:26][CH2:27][CH2:28][CH2:29][CH2:30][CH2:31][CH3:32])[C:21]2[CH:20]=[C:19](B(O)O)[CH:18]=[CH:17][C:16]=2[C:15]2[C:10]1=[CH:11][CH:12]=[CH:13][CH:14]=2)[CH2:2][CH2:3][CH2:4][CH2:5][CH2:6][CH2:7][CH3:8].[Br:33][C:34]1[CH:46]=[CH:45][C:44]2[C:43]3[C:38](=[CH:39][C:40](Br)=[CH:41][CH:42]=3)[C:37]([CH2:56][CH2:57][CH2:58][CH2:59][CH2:60][CH2:61][CH2:62][CH3:63])([CH2:48][CH2:49][CH2:50][CH2:51][CH2:52][CH2:53][CH2:54][CH3:55])[C:36]=2[CH:35]=1.C([O-])([O-])=O.[Na+].[Na+]. Product: [Br:33][C:34]1[CH:35]=[C:36]2[C:44]([C:43]3[CH:42]=[CH:41][C:40]([C:19]4[CH:18]=[CH:17][C:16]5[C:15]6[C:10](=[CH:11][CH:12]=[CH:13][CH:14]=6)[C:9]([CH2:25][CH2:26][CH2:27][CH2:28][CH2:29][CH2:30][CH2:31][CH3:32])([CH2:1][CH2:2][CH2:3][CH2:4][CH2:5][CH2:6][CH2:7][CH3:8])[C:21]=5[CH:20]=4)=[CH:39][C:38]=3[C:37]2([CH2:56][CH2:57][CH2:58][CH2:59][CH2:60][CH2:61][CH2:62][CH3:63])[CH2:48][CH2:49][CH2:50][CH2:51][CH2:52][CH2:53][CH2:54][CH3:55])=[CH:45][CH:46]=1. The catalyst class is: 206. (5) Reactant: Cl.[Br:2][C:3]1[CH:4]=[N:5][N:6]([CH2:8]Cl)[CH:7]=1.[F:10][C:11]([F:20])([F:19])[CH2:12][CH2:13][CH:14]([C:17]#[N:18])[C:15]#[N:16].C(=O)([O-])[O-].[K+].[K+].O. Product: [Br:2][C:3]1[CH:4]=[N:5][N:6]([CH2:8][C:14]([CH2:13][CH2:12][C:11]([F:10])([F:19])[F:20])([C:15]#[N:16])[C:17]#[N:18])[CH:7]=1. The catalyst class is: 9. (6) Reactant: C(N(CC)CC)C.O1CCCC1.[NH2:13][CH:14]1[CH2:19][CH2:18][N:17]([C:20]([O:22][C:23]([CH3:26])([CH3:25])[CH3:24])=[O:21])[CH2:16][CH2:15]1.C(N1[C:36](=[O:37])[C:35]2=[CH:38][CH:39]=[CH:40][CH:41]=[C:34]2[C:33]1=[O:42])(OCC)=O. Product: [C:23]([O:22][C:20]([N:17]1[CH2:16][CH2:15][CH:14]([N:13]2[C:36](=[O:37])[C:35]3[C:34](=[CH:41][CH:40]=[CH:39][CH:38]=3)[C:33]2=[O:42])[CH2:19][CH2:18]1)=[O:21])([CH3:26])([CH3:25])[CH3:24]. The catalyst class is: 6. (7) Reactant: C[O:2][C:3](=O)[C:4]1[CH:9]=[CH:8][C:7]([Br:10])=[C:6]([CH3:11])[CH:5]=1.O.[NH2:14][NH2:15]. Product: [Br:10][C:7]1[CH:8]=[CH:9][C:4]([C:3]([NH:14][NH2:15])=[O:2])=[CH:5][C:6]=1[CH3:11]. The catalyst class is: 5. (8) Reactant: [C:1]([C:5]1[CH:10]=[CH:9][C:8]([C:11]2[C:19]3[C:14](=[CH:15][CH:16]=[C:17]([CH:20]=[O:21])[CH:18]=3)[N:13]([CH2:22][C:23]3[CH:28]=[CH:27][CH:26]=[C:25]([O:29][CH3:30])[CH:24]=3)[C:12]=2[C:31]([O:33][CH2:34][CH3:35])=[O:32])=[CH:7][CH:6]=1)([CH3:4])([CH3:3])[CH3:2].[BH4-].[Na+].O. Product: [C:1]([C:5]1[CH:6]=[CH:7][C:8]([C:11]2[C:19]3[C:14](=[CH:15][CH:16]=[C:17]([CH2:20][OH:21])[CH:18]=3)[N:13]([CH2:22][C:23]3[CH:28]=[CH:27][CH:26]=[C:25]([O:29][CH3:30])[CH:24]=3)[C:12]=2[C:31]([O:33][CH2:34][CH3:35])=[O:32])=[CH:9][CH:10]=1)([CH3:4])([CH3:2])[CH3:3]. The catalyst class is: 8. (9) Product: [Cl:1][C:2]1[CH:7]=[CH:6][CH:5]=[CH:4][C:3]=1[CH2:8][CH2:9][NH:10][C:18](=[O:19])[O:20][C:21]([CH3:24])([CH3:23])[CH3:22]. Reactant: [Cl:1][C:2]1[CH:7]=[CH:6][CH:5]=[CH:4][C:3]=1[CH2:8][CH2:9][NH2:10].C(N(CC)CC)C.[C:18](O[C:18]([O:20][C:21]([CH3:24])([CH3:23])[CH3:22])=[O:19])([O:20][C:21]([CH3:24])([CH3:23])[CH3:22])=[O:19]. The catalyst class is: 1.